This data is from Catalyst prediction with 721,799 reactions and 888 catalyst types from USPTO. The task is: Predict which catalyst facilitates the given reaction. (1) Reactant: [CH3:1][O:2][C:3]1[CH:12]=[CH:11][C:10]2[C:5](=[C:6]([CH:13]3[CH2:15][O:14]3)[CH:7]=[CH:8][N:9]=2)[N:4]=1.[C:16]([O:20][C:21](=[O:30])[NH:22][CH2:23][CH:24]1[O:29][CH2:28][CH2:27][NH:26][CH2:25]1)([CH3:19])([CH3:18])[CH3:17].C(=O)([O-])[O-].[K+].[K+].Cl([O-])(=O)(=O)=O.[Li+]. Product: [C:16]([O:20][C:21](=[O:30])[NH:22][CH2:23][CH:24]1[O:29][CH2:28][CH2:27][N:26]([CH2:15][CH:13]([OH:14])[C:6]2[C:5]3[C:10](=[CH:11][CH:12]=[C:3]([O:2][CH3:1])[N:4]=3)[N:9]=[CH:8][CH:7]=2)[CH2:25]1)([CH3:19])([CH3:17])[CH3:18]. The catalyst class is: 3. (2) Reactant: Cl[C:2]1[CH:7]=[CH:6][CH:5]=[C:4]([C:8]([O:10]O)=O)[CH:3]=1.C1(/C=[CH:19]/[CH2:20][CH2:21][OH:22])C=CC=CC=1. Product: [C:4]1([CH:8]2[O:10][CH:19]2[CH2:20][CH2:21][OH:22])[CH:3]=[CH:2][CH:7]=[CH:6][CH:5]=1. The catalyst class is: 4. (3) Reactant: [NH2:1][CH2:2][CH2:3][C:4]1[N:5]([CH:26]([C:33]2[CH:38]=[CH:37][CH:36]=[CH:35][CH:34]=2)[C:27]2[CH:32]=[CH:31][CH:30]=[CH:29][CH:28]=2)[C:6]2[C:11]([C:12]=1[CH2:13][CH2:14][CH2:15][C:16]1[CH:24]=[CH:23][C:19]([C:20]([OH:22])=[O:21])=[CH:18][CH:17]=1)=[CH:10][C:9]([Cl:25])=[CH:8][CH:7]=2.CO.[CH3:41][Si](C=[N+]=[N-])(C)C. Product: [NH2:1][CH2:2][CH2:3][C:4]1[N:5]([CH:26]([C:27]2[CH:32]=[CH:31][CH:30]=[CH:29][CH:28]=2)[C:33]2[CH:34]=[CH:35][CH:36]=[CH:37][CH:38]=2)[C:6]2[C:11]([C:12]=1[CH2:13][CH2:14][CH2:15][C:16]1[CH:24]=[CH:23][C:19]([C:20]([O:22][CH3:41])=[O:21])=[CH:18][CH:17]=1)=[CH:10][C:9]([Cl:25])=[CH:8][CH:7]=2. The catalyst class is: 23. (4) Reactant: [CH2:1]([O:5][C:6]1[CH:11]=[CH:10][C:9]([C:12]2[N:16]=[C:15]([C:17]3[CH:22]=[CH:21][N:20]=[C:19]([CH3:23])[CH:18]=3)[NH:14][N:13]=2)=[CH:8][C:7]=1[N+:24]([O-:26])=[O:25])[CH:2]([CH3:4])[CH3:3].[C:27]([O:33][CH2:34]Cl)(=[O:32])[C:28]([CH3:31])([CH3:30])[CH3:29].C(=O)([O-])[O-].[K+].[K+].C(OCC)(=O)C. Product: [CH2:1]([O:5][C:6]1[CH:11]=[CH:10][C:9]([C:12]2[N:16]=[C:15]([C:17]3[CH:22]=[CH:21][N:20]=[C:19]([CH3:23])[CH:18]=3)[N:14]([CH2:34][O:33][C:27](=[O:32])[C:28]([CH3:31])([CH3:30])[CH3:29])[N:13]=2)=[CH:8][C:7]=1[N+:24]([O-:26])=[O:25])[CH:2]([CH3:4])[CH3:3]. The catalyst class is: 3. (5) Reactant: [Cl:1][C:2]1[C:3]2[CH:10]=[CH:9][N:8]([S:11]([C:14]3[CH:19]=[CH:18][CH:17]=[CH:16][CH:15]=3)(=[O:13])=[O:12])[C:4]=2[N:5]=[CH:6][N:7]=1.[Li+].CC([N-]C(C)C)C.[I:28]I.O. Product: [Cl:1][C:2]1[C:3]2[CH:10]=[C:9]([I:28])[N:8]([S:11]([C:14]3[CH:19]=[CH:18][CH:17]=[CH:16][CH:15]=3)(=[O:13])=[O:12])[C:4]=2[N:5]=[CH:6][N:7]=1. The catalyst class is: 76. (6) Reactant: [Cl:1][C:2]1[C:10]2[C:5](=[CH:6][CH:7]=[C:8]([O:11][C:12]3[CH:17]=[CH:16][N:15]=[C:14]([NH:18][C:19](=[O:27])OC4C=CC=CC=4)[CH:13]=3)[CH:9]=2)[N:4]([C:28]([NH:30][CH3:31])=[O:29])[CH:3]=1.[CH2:32]([N:34]([CH2:39][CH3:40])[CH2:35][CH2:36][CH2:37][NH2:38])[CH3:33].CN(C)C=O.C(=O)([O-])O.[Na+]. Product: [CH3:31][NH:30][C:28]([N:4]1[C:5]2[C:10](=[CH:9][C:8]([O:11][C:12]3[CH:17]=[CH:16][N:15]=[C:14]([NH:18][C:19]([NH:38][CH2:37][CH2:36][CH2:35][N:34]([CH2:39][CH3:40])[CH2:32][CH3:33])=[O:27])[CH:13]=3)=[CH:7][CH:6]=2)[C:2]([Cl:1])=[CH:3]1)=[O:29]. The catalyst class is: 13.